From a dataset of Reaction yield outcomes from USPTO patents with 853,638 reactions. Predict the reaction yield, written as a fraction of the theoretical maximum amount of product (1.0 means a 100% yield; for example, 0.34 means a 34% yield). The reactants are [CH2:1]([O:5][C:6]1[CH:13]=[CH:12][CH:11]=[C:10]([N+:14]([O-])=O)[C:7]=1[C:8]#[N:9])[CH:2]([CH3:4])[CH3:3]. The catalyst is CC(O)=O.C1COCC1.CCOC(C)=O.[Fe]. The product is [NH2:14][C:10]1[CH:11]=[CH:12][CH:13]=[C:6]([O:5][CH2:1][CH:2]([CH3:4])[CH3:3])[C:7]=1[C:8]#[N:9]. The yield is 0.830.